Dataset: Reaction yield outcomes from USPTO patents with 853,638 reactions. Task: Predict the reaction yield, written as a fraction of the theoretical maximum amount of product (1.0 means a 100% yield; for example, 0.34 means a 34% yield). (1) The reactants are C[O:2][C:3]([C:5]1[CH:10]=[CH:9][C:8]([C:11]2[CH:16]=[CH:15][C:14]([F:17])=[C:13]([F:18])[CH:12]=2)=[CH:7][CH:6]=1)=[O:4].[OH-].[Na+]. The catalyst is O1CCOCC1. The product is [F:18][C:13]1[CH:12]=[C:11]([C:8]2[CH:9]=[CH:10][C:5]([C:3]([OH:4])=[O:2])=[CH:6][CH:7]=2)[CH:16]=[CH:15][C:14]=1[F:17]. The yield is 0.120. (2) The reactants are Br[C:2]1[C:3]([F:26])=[CH:4][C:5]2[O:11][CH2:10][CH2:9][N:8]3[C:12]([CH2:18][C:19]4[N:20]([CH3:24])[N:21]=[CH:22][CH:23]=4)=[C:13]([C:15]([NH2:17])=[O:16])[N:14]=[C:7]3[C:6]=2[CH:25]=1.[CH3:27][C:28]([OH:32])([CH3:31])[C:29]#[CH:30].C(NC(C)C)(C)C. The catalyst is CN(C=O)C. The product is [F:26][C:3]1[C:2]([C:30]#[C:29][C:28]([OH:32])([CH3:31])[CH3:27])=[CH:25][C:6]2[C:7]3[N:8]([C:12]([CH2:18][C:19]4[N:20]([CH3:24])[N:21]=[CH:22][CH:23]=4)=[C:13]([C:15]([NH2:17])=[O:16])[N:14]=3)[CH2:9][CH2:10][O:11][C:5]=2[CH:4]=1. The yield is 0.230. (3) The reactants are C([O:4][C@H:5]1[CH2:22][CH2:21][C@@:20]2([CH3:23])[CH:7]([CH2:8][C:9](=[O:25])[C@@H:10]3[C@@H:19]2[CH2:18][CH2:17][C@@:15]2([CH3:16])[C@H:11]3[CH2:12][CH2:13][C:14]2=[O:24])[CH2:6]1)(=O)C. The catalyst is CO.[OH-].[Na+]. The product is [OH:4][C@H:5]1[CH2:22][CH2:21][C@@:20]2([CH3:23])[CH:7]([CH2:8][C:9](=[O:25])[C@@H:10]3[C@@H:19]2[CH2:18][CH2:17][C@@:15]2([CH3:16])[C@H:11]3[CH2:12][CH2:13][C:14]2=[O:24])[CH2:6]1. The yield is 0.950. (4) The yield is 0.770. The product is [CH3:14][O:13][C:12]1[C:3]([CH2:2][O:16][CH3:15])=[C:4]([CH:9]=[CH:10][CH:11]=1)[C:5]([O:7][CH3:8])=[O:6]. The catalyst is CO. The reactants are Br[CH2:2][C:3]1[C:12]([O:13][CH3:14])=[CH:11][CH:10]=[CH:9][C:4]=1[C:5]([O:7][CH3:8])=[O:6].[CH3:15][O-:16].[Na+].